Dataset: Reaction yield outcomes from USPTO patents with 853,638 reactions. Task: Predict the reaction yield, written as a fraction of the theoretical maximum amount of product (1.0 means a 100% yield; for example, 0.34 means a 34% yield). The reactants are CS(O[CH:6]1[CH2:9][N:8]([C:10]2[O:11][CH:12]=[C:13]([C:15]([N:17]3[CH2:22][CH2:21][O:20][CH2:19][CH2:18]3)=[O:16])[N:14]=2)[CH2:7]1)(=O)=O.[C:23]([O-:26])(=[S:25])[CH3:24].[K+]. The catalyst is CN(C)C=O. The product is [C:23]([S:25][CH:6]1[CH2:7][N:8]([C:10]2[O:11][CH:12]=[C:13]([C:15]([N:17]3[CH2:18][CH2:19][O:20][CH2:21][CH2:22]3)=[O:16])[N:14]=2)[CH2:9]1)(=[O:26])[CH3:24]. The yield is 0.710.